Dataset: NCI-60 drug combinations with 297,098 pairs across 59 cell lines. Task: Regression. Given two drug SMILES strings and cell line genomic features, predict the synergy score measuring deviation from expected non-interaction effect. (1) Drug 1: C1CNP(=O)(OC1)N(CCCl)CCCl. Drug 2: CCC1(C2=C(COC1=O)C(=O)N3CC4=CC5=C(C=CC(=C5CN(C)C)O)N=C4C3=C2)O.Cl. Cell line: SK-MEL-2. Synergy scores: CSS=-4.16, Synergy_ZIP=-1.24, Synergy_Bliss=-0.618, Synergy_Loewe=-28.5, Synergy_HSA=-11.9. (2) Drug 1: CC12CCC3C(C1CCC2O)C(CC4=C3C=CC(=C4)O)CCCCCCCCCS(=O)CCCC(C(F)(F)F)(F)F. Drug 2: CC(C)CN1C=NC2=C1C3=CC=CC=C3N=C2N. Cell line: EKVX. Synergy scores: CSS=1.74, Synergy_ZIP=-2.85, Synergy_Bliss=-4.28, Synergy_Loewe=-5.44, Synergy_HSA=-5.36. (3) Drug 1: CC1C(C(=O)NC(C(=O)N2CCCC2C(=O)N(CC(=O)N(C(C(=O)O1)C(C)C)C)C)C(C)C)NC(=O)C3=C4C(=C(C=C3)C)OC5=C(C(=O)C(=C(C5=N4)C(=O)NC6C(OC(=O)C(N(C(=O)CN(C(=O)C7CCCN7C(=O)C(NC6=O)C(C)C)C)C)C(C)C)C)N)C. Drug 2: C1CN(P(=O)(OC1)NCCCl)CCCl. Cell line: EKVX. Synergy scores: CSS=4.27, Synergy_ZIP=-4.21, Synergy_Bliss=-6.40, Synergy_Loewe=-11.5, Synergy_HSA=-4.96.